This data is from NCI-60 drug combinations with 297,098 pairs across 59 cell lines. The task is: Regression. Given two drug SMILES strings and cell line genomic features, predict the synergy score measuring deviation from expected non-interaction effect. (1) Drug 1: C#CCC(CC1=CN=C2C(=N1)C(=NC(=N2)N)N)C3=CC=C(C=C3)C(=O)NC(CCC(=O)O)C(=O)O. Drug 2: C1=NC2=C(N1)C(=S)N=CN2. Cell line: SF-539. Synergy scores: CSS=43.1, Synergy_ZIP=4.95, Synergy_Bliss=6.88, Synergy_Loewe=5.13, Synergy_HSA=5.03. (2) Drug 1: CC1=CC=C(C=C1)C2=CC(=NN2C3=CC=C(C=C3)S(=O)(=O)N)C(F)(F)F. Drug 2: CC1C(C(CC(O1)OC2CC(CC3=C2C(=C4C(=C3O)C(=O)C5=CC=CC=C5C4=O)O)(C(=O)C)O)N)O. Cell line: IGROV1. Synergy scores: CSS=54.1, Synergy_ZIP=-4.47, Synergy_Bliss=-4.51, Synergy_Loewe=-19.8, Synergy_HSA=-2.67. (3) Drug 1: C1=C(C(=O)NC(=O)N1)F. Drug 2: C(CCl)NC(=O)N(CCCl)N=O. Cell line: SK-MEL-2. Synergy scores: CSS=27.1, Synergy_ZIP=-1.43, Synergy_Bliss=-3.48, Synergy_Loewe=-6.06, Synergy_HSA=-2.93. (4) Drug 1: CN1CCC(CC1)COC2=C(C=C3C(=C2)N=CN=C3NC4=C(C=C(C=C4)Br)F)OC. Drug 2: CNC(=O)C1=CC=CC=C1SC2=CC3=C(C=C2)C(=NN3)C=CC4=CC=CC=N4. Cell line: PC-3. Synergy scores: CSS=4.47, Synergy_ZIP=-1.05, Synergy_Bliss=2.61, Synergy_Loewe=-4.85, Synergy_HSA=0.377.